This data is from Forward reaction prediction with 1.9M reactions from USPTO patents (1976-2016). The task is: Predict the product of the given reaction. Given the reactants [Cl:1][C:2]1[CH:7]=[CH:6][C:5]([C:8]#[CH:9])=[CH:4][CH:3]=1.[Cl:10][C:11]1[CH:18]=[CH:17][CH:16]=[CH:15][C:12]=1[CH2:13][SH:14].[Na], predict the reaction product. The product is: [Cl:1][C:2]1[CH:7]=[CH:6][C:5](/[CH:8]=[CH:9]\[CH:13]([S:14][CH:13](/[CH:9]=[CH:8]\[C:5]2[CH:6]=[CH:7][C:2]([Cl:1])=[CH:3][CH:4]=2)[C:12]2[CH:15]=[CH:16][CH:17]=[CH:18][C:11]=2[Cl:10])[C:12]2[CH:15]=[CH:16][CH:17]=[CH:18][C:11]=2[Cl:10])=[CH:4][CH:3]=1.